From a dataset of Forward reaction prediction with 1.9M reactions from USPTO patents (1976-2016). Predict the product of the given reaction. (1) Given the reactants [OH-].[Na+].[Cl:3][C:4]1[CH:5]=[C:6]([C:14]2[O:18][N:17]=[C:16]([C:19]3[CH:20]=[CH:21][C:22]([F:35])=[C:23]4[C:27]=3[NH:26][CH:25]=[C:24]4[CH2:28][CH2:29][C:30]([O:32]CC)=[O:31])[N:15]=2)[CH:7]=[N:8][C:9]=1[O:10][CH:11]([CH3:13])[CH3:12].Cl, predict the reaction product. The product is: [Cl:3][C:4]1[CH:5]=[C:6]([C:14]2[O:18][N:17]=[C:16]([C:19]3[CH:20]=[CH:21][C:22]([F:35])=[C:23]4[C:27]=3[NH:26][CH:25]=[C:24]4[CH2:28][CH2:29][C:30]([OH:32])=[O:31])[N:15]=2)[CH:7]=[N:8][C:9]=1[O:10][CH:11]([CH3:13])[CH3:12]. (2) Given the reactants [NH2:1][CH2:2][CH:3]([OH:6])[CH2:4][OH:5].[CH3:7][C:8]([O:11][C:12](O[C:12]([O:11][C:8]([CH3:10])([CH3:9])[CH3:7])=[O:13])=[O:13])([CH3:10])[CH3:9].[OH-].[Na+].Cl, predict the reaction product. The product is: [C:8]([O:11][C:12]([NH:1][CH2:2][CH:3]([OH:6])[CH2:4][OH:5])=[O:13])([CH3:10])([CH3:9])[CH3:7]. (3) Given the reactants [F:1][CH:2]([F:17])[CH2:3][NH:4][CH:5]1[CH2:11][CH2:10][C:9]2[CH:12]=[C:13]([NH2:16])[CH:14]=[CH:15][C:8]=2[CH2:7][CH2:6]1.Cl[C:19]1[N:24]=[C:23]([NH:25][C:26]2[CH:31]=[CH:30][CH:29]=[CH:28][C:27]=2[C:32]2[N:33]([CH3:37])[CH:34]=[CH:35][N:36]=2)[C:22]([Cl:38])=[CH:21][N:20]=1, predict the reaction product. The product is: [Cl:38][C:22]1[C:23]([NH:25][C:26]2[CH:31]=[CH:30][CH:29]=[CH:28][C:27]=2[C:32]2[N:33]([CH3:37])[CH:34]=[CH:35][N:36]=2)=[N:24][C:19]([NH:16][C:13]2[CH:14]=[CH:15][C:8]3[CH2:7][CH2:6][CH:5]([NH:4][CH2:3][CH:2]([F:17])[F:1])[CH2:11][CH2:10][C:9]=3[CH:12]=2)=[N:20][CH:21]=1. (4) Given the reactants C[N:2](C)/[CH:3]=[CH:4]/[C:5]([C:7]1[C:12](=[O:13])[CH:11]=[CH:10][N:9]([C:14]2[CH:15]=[C:16]([CH:19]=[CH:20][CH:21]=2)[C:17]#[N:18])[N:8]=1)=O.[F:23][C:24]1[CH:29]=[CH:28][CH:27]=[CH:26][C:25]=1[NH:30]N, predict the reaction product. The product is: [F:23][C:24]1[CH:29]=[CH:28][CH:27]=[CH:26][C:25]=1[N:30]1[C:5]([C:7]2[C:12](=[O:13])[CH:11]=[CH:10][N:9]([C:14]3[CH:15]=[C:16]([CH:19]=[CH:20][CH:21]=3)[C:17]#[N:18])[N:8]=2)=[CH:4][CH:3]=[N:2]1. (5) Given the reactants [F:1][C:2]1[CH:7]=[CH:6][C:5]([NH:8][C:9]2[C:10]3[C:17]([CH3:18])=[C:16]([C:19]([O:21]C)=[O:20])[S:15][C:11]=3[N:12]=[CH:13][N:14]=2)=[C:4]([OH:23])[CH:3]=1.[OH-].[Na+].CO, predict the reaction product. The product is: [F:1][C:2]1[CH:7]=[CH:6][C:5]([NH:8][C:9]2[C:10]3[C:17]([CH3:18])=[C:16]([C:19]([OH:21])=[O:20])[S:15][C:11]=3[N:12]=[CH:13][N:14]=2)=[C:4]([OH:23])[CH:3]=1. (6) Given the reactants [CH3:1][O:2][C:3]1[CH:4]=[C:5]2[C:10](=[CH:11][CH:12]=1)[C:9]([OH:13])=[N:8][CH:7]=[CH:6]2.I[C:15]1[CH:20]=[CH:19][C:18]([O:21][CH3:22])=[CH:17][CH:16]=1.N1CCC[C@H]1C(O)=O.C(=O)([O-])[O-].[K+].[K+], predict the reaction product. The product is: [CH3:1][O:2][C:3]1[CH:4]=[C:5]2[C:10](=[CH:11][CH:12]=1)[C:9](=[O:13])[N:8]([C:15]1[CH:20]=[CH:19][C:18]([O:21][CH3:22])=[CH:17][CH:16]=1)[CH:7]=[CH:6]2. (7) Given the reactants [CH3:1][C:2]1[CH:3]=[CH:4][C:5]([N:12]([CH3:17])[S:13]([CH3:16])(=[O:15])=[O:14])=[C:6]([CH:11]=1)[C:7](OC)=[O:8].[H-].C([Al+]CC(C)C)C(C)C.C(OCC)(=O)C.CCCCCC, predict the reaction product. The product is: [OH:8][CH2:7][C:6]1[CH:11]=[C:2]([CH3:1])[CH:3]=[CH:4][C:5]=1[N:12]([CH3:17])[S:13]([CH3:16])(=[O:15])=[O:14]. (8) Given the reactants [C:12]([O:11][C:9](O[C:9]([O:11][C:12]([CH3:15])([CH3:14])[CH3:13])=[O:10])=[O:10])([CH3:15])([CH3:14])[CH3:13].C([N:23]1[CH2:31][C:30]2[C:25](=[CH:26][CH:27]=[C:28]([C:32]([O:34][CH3:35])=[O:33])[CH:29]=2)[CH2:24]1)C1C=CC=CC=1, predict the reaction product. The product is: [C:12]([O:11][C:9]([N:23]1[CH2:31][C:30]2[C:25](=[CH:26][CH:27]=[C:28]([C:32]([O:34][CH3:35])=[O:33])[CH:29]=2)[CH2:24]1)=[O:10])([CH3:13])([CH3:14])[CH3:15]. (9) Given the reactants [Br:1][C:2]1[CH:3]=[C:4]([NH:9][S:10]([CH3:13])(=[O:12])=[O:11])[CH:5]=[CH:6][C:7]=1[CH3:8].[C:14](OC(=O)COC1C=CC(Cl)=CC=1C#CC1C=C(NS(C)(=O)=O)C=CC=1C)(C)(C)C.[H-].[Na+].IC, predict the reaction product. The product is: [Br:1][C:2]1[CH:3]=[C:4]([N:9]([CH3:14])[S:10]([CH3:13])(=[O:12])=[O:11])[CH:5]=[CH:6][C:7]=1[CH3:8]. (10) Given the reactants [Cl:1][C:2]1[C:7]2[N:8]=[C:9]([CH2:12][O:13][CH2:14][CH3:15])[N:10]([NH2:11])[C:6]=2[C:5]([CH3:16])=[C:4]([CH3:17])[N:3]=1.[N:18]1[CH:23]=[CH:22][CH:21]=[C:20]([CH:24]=O)[CH:19]=1.C(O)(=O)C, predict the reaction product. The product is: [Cl:1][C:2]1[C:7]2[N:8]=[C:9]([CH2:12][O:13][CH2:14][CH3:15])[N:10]([N:11]=[CH:24][C:20]3[CH:19]=[N:18][CH:23]=[CH:22][CH:21]=3)[C:6]=2[C:5]([CH3:16])=[C:4]([CH3:17])[N:3]=1.